Dataset: Forward reaction prediction with 1.9M reactions from USPTO patents (1976-2016). Task: Predict the product of the given reaction. (1) Given the reactants [Cl:1][C:2]1[CH:3]=[C:4]([CH:6]=[C:7]([Cl:9])[CH:8]=1)[NH2:5].[C:10]([O:14]CC)(=[O:13])[CH:11]=O.[F:17][C:18]1[CH:19]=[C:20]([CH:23]=[CH:24][CH:25]=1)[CH:21]=[CH2:22].FC(F)(F)C(O)=O.[OH-].[Na+], predict the reaction product. The product is: [Cl:1][C:2]1[CH:8]=[C:7]([Cl:9])[CH:6]=[C:4]2[C:3]=1[CH:21]([C:20]1[CH:23]=[CH:24][CH:25]=[C:18]([F:17])[CH:19]=1)[CH2:22][CH:11]([C:10]([OH:14])=[O:13])[NH:5]2. (2) Given the reactants [CH2:1]([O:3][C:4]([C:6]1([C:9]2[CH:14]=[CH:13][C:12]([C:15]3[CH:20]=[CH:19][C:18]([C:21]4[O:25][N:24]=[C:23]([CH3:26])[C:22]=4[CH2:27][CH2:28]C(O)=O)=[CH:17][CH:16]=3)=[CH:11][CH:10]=2)[CH2:8][CH2:7]1)=[O:5])[CH3:2].C(O)(C)(C)C.C1(P([N:51]=[N+]=[N-])(C2C=CC=CC=2)=O)C=CC=CC=1.C(N(CC)CC)C, predict the reaction product. The product is: [CH2:1]([O:3][C:4]([C:6]1([C:9]2[CH:10]=[CH:11][C:12]([C:15]3[CH:16]=[CH:17][C:18]([C:21]4[O:25][N:24]=[C:23]([CH3:26])[C:22]=4[CH2:27][CH2:28][NH2:51])=[CH:19][CH:20]=3)=[CH:13][CH:14]=2)[CH2:7][CH2:8]1)=[O:5])[CH3:2].